From a dataset of Reaction yield outcomes from USPTO patents with 853,638 reactions. Predict the reaction yield, written as a fraction of the theoretical maximum amount of product (1.0 means a 100% yield; for example, 0.34 means a 34% yield). The reactants are [CH3:1][O:2][C:3]1[C:4]([O:12][CH2:13][CH2:14][CH3:15])=[C:5]([CH:9]=[CH:10][CH:11]=1)[CH2:6][NH:7][CH3:8].[CH3:16][C:17]1([CH3:33])[O:22][C:21]2[CH:23]=[C:24]([CH:27]=[CH:28][C:29]([OH:31])=O)[CH:25]=[N:26][C:20]=2[NH:19][C:18]1=[O:32].ON1C2C=CC=CC=2N=N1.C(N(C(C)C)CC)(C)C.CN(C)CCCN=C=NCC. The catalyst is CN(C=O)C.O. The product is [CH3:33][C:17]1([CH3:16])[O:22][C:21]2[CH:23]=[C:24](/[CH:27]=[CH:28]/[C:29]([N:7]([CH2:6][C:5]3[CH:9]=[CH:10][CH:11]=[C:3]([O:2][CH3:1])[C:4]=3[O:12][CH2:13][CH2:14][CH3:15])[CH3:8])=[O:31])[CH:25]=[N:26][C:20]=2[NH:19][C:18]1=[O:32]. The yield is 0.750.